Dataset: Full USPTO retrosynthesis dataset with 1.9M reactions from patents (1976-2016). Task: Predict the reactants needed to synthesize the given product. (1) Given the product [NH2:1][C:2]1[CH:10]=[CH:9][C:5]([C@@H:6]([NH:8][C:40]([C:36]2[CH:35]=[C:34]3[C:39](=[CH:38][CH:37]=2)[N:31]([CH2:30][C:27]2[CH:26]=[CH:25][C:24]([C:19]4[C:18]([C:16]([OH:17])=[O:15])=[CH:23][CH:22]=[CH:21][CH:20]=4)=[CH:29][CH:28]=2)[C:32]([CH3:44])=[C:33]3[CH3:43])=[O:41])[CH3:7])=[CH:4][CH:3]=1, predict the reactants needed to synthesize it. The reactants are: [NH2:1][C:2]1[CH:10]=[CH:9][C:5]([C@@H:6]([NH2:8])[CH3:7])=[CH:4][CH:3]=1.C([O:15][C:16]([C:18]1[CH:23]=[CH:22][CH:21]=[CH:20][C:19]=1[C:24]1[CH:29]=[CH:28][C:27]([CH2:30][N:31]2[C:39]3[C:34](=[CH:35][C:36]([C:40](O)=[O:41])=[CH:37][CH:38]=3)[C:33]([CH3:43])=[C:32]2[CH3:44])=[CH:26][CH:25]=1)=[O:17])(C)(C)C. (2) Given the product [Cl:37][C:23]1[C:22](=[O:38])[N:21]([CH2:20][CH2:19][C:16]2[CH:15]=[CH:14][C:13]([C:12]([NH:11][S:8]([CH2:7][CH2:6][CH2:5][OH:4])(=[O:10])=[O:9])=[O:39])=[CH:18][CH:17]=2)[C:26]([CH2:27][N:28]2[CH2:32][CH2:31][CH2:30][C@@H:29]2[CH2:33][CH2:34][CH3:35])=[C:25]([Cl:36])[CH:24]=1, predict the reactants needed to synthesize it. The reactants are: C([O:4][CH2:5][CH2:6][CH2:7][S:8]([NH:11][C:12](=[O:39])[C:13]1[CH:18]=[CH:17][C:16]([CH2:19][CH2:20][N:21]2[C:26]([CH2:27][N:28]3[CH2:32][CH2:31][CH2:30][C@@H:29]3[CH2:33][CH2:34][CH3:35])=[C:25]([Cl:36])[CH:24]=[C:23]([Cl:37])[C:22]2=[O:38])=[CH:15][CH:14]=1)(=[O:10])=[O:9])(=O)C.[OH-].[Na+].Cl.O. (3) Given the product [CH2:1]([O:3][C:4]([C:6]1[N:7]([CH3:16])[C:8]([CH2:14][CH3:15])=[C:9]([C:12]#[N:13])[C:10]=1[C:21]1[CH:22]=[CH:23][C:18]([Br:17])=[CH:19][CH:20]=1)=[O:5])[CH3:2], predict the reactants needed to synthesize it. The reactants are: [CH2:1]([O:3][C:4]([C:6]1[N:7]([CH3:16])[C:8]([CH2:14][CH3:15])=[C:9]([C:12]#[N:13])[C:10]=1I)=[O:5])[CH3:2].[Br:17][C:18]1[CH:23]=[CH:22][C:21](B(O)O)=[CH:20][CH:19]=1.C([O-])([O-])=O.[Na+].[Na+].O1CCOCC1. (4) Given the product [CH:41]1([NH:44][C:8]([NH:9][C:10]2[CH:15]=[CH:14][C:13]([C:16]3[N:21]=[C:20]([C:22]4[CH:27]=[C:26]([F:28])[CH:25]=[CH:24][C:23]=4[S:29]([CH3:32])(=[O:30])=[O:31])[CH:19]=[C:18]([N:33]4[CH2:38][CH2:37][O:36][CH2:35][C@@H:34]4[CH3:39])[N:17]=3)=[CH:12][CH:11]=2)=[O:7])[CH2:43][CH2:42]1, predict the reactants needed to synthesize it. The reactants are: C1([O:7][C:8](=O)[NH:9][C:10]2[CH:15]=[CH:14][C:13]([C:16]3[N:21]=[C:20]([C:22]4[CH:27]=[C:26]([F:28])[CH:25]=[CH:24][C:23]=4[S:29]([CH3:32])(=[O:31])=[O:30])[CH:19]=[C:18]([N:33]4[CH2:38][CH2:37][O:36][CH2:35][C@@H:34]4[CH3:39])[N:17]=3)=[CH:12][CH:11]=2)C=CC=CC=1.[CH:41]1([NH2:44])[CH2:43][CH2:42]1. (5) The reactants are: [C:1]([O:5][C:6]([NH:8][C@H:9]([CH2:21][C:22]1[CH:27]=[C:26]([F:28])[C:25]([F:29])=[CH:24][C:23]=1[F:30])[CH2:10][C:11]([N:13]1[CH2:17][CH2:16][S:15][CH:14]1[C:18]([OH:20])=O)=[O:12])=[O:7])([CH3:4])([CH3:3])[CH3:2].[CH2:31]([NH2:38])[C:32]1[CH:37]=[CH:36][CH:35]=[CH:34][CH:33]=1.CCN=C=NCCCN(C)C.CCN(CC)CC. Given the product [CH2:31]([NH:38][C:18]([CH:14]1[N:13]([C:11](=[O:12])[CH2:10][C@H:9]([NH:8][C:6](=[O:7])[O:5][C:1]([CH3:2])([CH3:4])[CH3:3])[CH2:21][C:22]2[CH:27]=[C:26]([F:28])[C:25]([F:29])=[CH:24][C:23]=2[F:30])[CH2:17][CH2:16][S:15]1)=[O:20])[C:32]1[CH:37]=[CH:36][CH:35]=[CH:34][CH:33]=1, predict the reactants needed to synthesize it.